From a dataset of Reaction yield outcomes from USPTO patents with 853,638 reactions. Predict the reaction yield, written as a fraction of the theoretical maximum amount of product (1.0 means a 100% yield; for example, 0.34 means a 34% yield). The reactants are [OH:1][C:2]12[C:13]3[C:8](=[CH:9][CH:10]=[CH:11][CH:12]=3)[C:7](=[O:14])[C:6]1([OH:15])[C:5]1[CH:16]=[C:17]([CH3:21])[C:18]([CH3:20])=[CH:19][C:4]=1[O:3]2.[C:22]([OH:25])(=O)[CH3:23].N1C=CC=CC=1.C1C[O:35][CH2:34][CH2:33]1. No catalyst specified. The product is [C:34]([O:3][C:4]1[CH:19]=[C:18]([CH3:20])[C:17]([CH3:21])=[CH:16][C:5]=1[C:6]1([O:15][C:22](=[O:25])[CH3:23])[C:7](=[O:14])[C:8]2[C:13](=[CH:12][CH:11]=[CH:10][CH:9]=2)[C:2]1=[O:1])(=[O:35])[CH3:33]. The yield is 0.420.